From a dataset of Catalyst prediction with 721,799 reactions and 888 catalyst types from USPTO. Predict which catalyst facilitates the given reaction. (1) Reactant: [OH:1][C:2]1[CH:11]=[C:10]2[C:5]([CH2:6][CH2:7][C:8](=[O:12])[NH:9]2)=[CH:4][CH:3]=1.C(=O)([O-])[O-].[K+].[K+].[Br:19][CH2:20][CH2:21][CH2:22][CH2:23]Br. Product: [Br:19][CH2:20][CH2:21][CH2:22][CH2:23][O:1][C:2]1[CH:11]=[C:10]2[C:5]([CH2:6][CH2:7][C:8](=[O:12])[NH:9]2)=[CH:4][CH:3]=1. The catalyst class is: 6. (2) Reactant: [C:1]([C:3]1[CH:8]=[CH:7][C:6]([CH:9]2[C:14]([C:15]([O:17]CC)=[O:16])=[C:13]([CH3:20])[N:12]([C:21]3[CH:26]=[CH:25][CH:24]=[C:23]([C:27]([F:30])([F:29])[F:28])[CH:22]=3)[C:11](=[O:31])[N:10]2[CH2:32][C:33]2[CH:38]=[CH:37][C:36](/[CH:39]=[CH:40]/[C:41]([O:43]CC)=[O:42])=[CH:35][CH:34]=2)=[CH:5][CH:4]=1)#[N:2].[OH-].[Na+].Cl. Product: [C:41](/[CH:40]=[CH:39]/[C:36]1[CH:37]=[CH:38][C:33]([CH2:32][N:10]2[CH:9]([C:6]3[CH:5]=[CH:4][C:3]([C:1]#[N:2])=[CH:8][CH:7]=3)[C:14]([C:15]([OH:17])=[O:16])=[C:13]([CH3:20])[N:12]([C:21]3[CH:26]=[CH:25][CH:24]=[C:23]([C:27]([F:29])([F:28])[F:30])[CH:22]=3)[C:11]2=[O:31])=[CH:34][CH:35]=1)([OH:43])=[O:42]. The catalyst class is: 8. (3) Reactant: Cl[C:2]1[C:7]([C:8]#[N:9])=[C:6](C2CC2)[N:5](N)[CH:4](C2CC2)[N:3]=1.[C:17]1([N:23]2[CH2:28][CH2:27][NH:26][CH2:25][CH2:24]2)[CH:22]=[CH:21][CH:20]=[CH:19][CH:18]=1.C([N:31]([CH:35]([CH3:37])[CH3:36])C(C)C)C. Product: [CH:35]1([NH:31][C:4]2[N:3]=[C:2]([NH:31][CH:35]3[CH2:36][CH2:37]3)[C:7]([C:8]#[N:9])=[C:6]([N:26]3[CH2:27][CH2:28][N:23]([C:17]4[CH:22]=[CH:21][CH:20]=[CH:19][CH:18]=4)[CH2:24][CH2:25]3)[N:5]=2)[CH2:37][CH2:36]1. The catalyst class is: 12.